Dataset: Forward reaction prediction with 1.9M reactions from USPTO patents (1976-2016). Task: Predict the product of the given reaction. Given the reactants [CH:1]1([N:7]2[C:12]([OH:13])=[C:11]([C:14]([NH:16][CH2:17][C:18]([O:20]CC)=[O:19])=[O:15])[C:10](=[O:23])[NH:9][C:8]2=[O:24])[CH2:6][CH2:5][CH2:4][CH2:3][CH2:2]1.C(=O)([O-])[O-].[K+].[K+].[F:31][C:32]([F:42])([F:41])[C:33]1[CH:40]=[CH:39][C:36]([CH2:37]Br)=[CH:35][CH:34]=1.Cl, predict the reaction product. The product is: [CH:1]1([N:7]2[C:12]([OH:13])=[C:11]([C:14]([NH:16][CH2:17][C:18]([OH:20])=[O:19])=[O:15])[C:10](=[O:23])[N:9]([CH2:37][C:36]3[CH:35]=[CH:34][C:33]([C:32]([F:31])([F:41])[F:42])=[CH:40][CH:39]=3)[C:8]2=[O:24])[CH2:6][CH2:5][CH2:4][CH2:3][CH2:2]1.